Predict the reaction yield, written as a fraction of the theoretical maximum amount of product (1.0 means a 100% yield; for example, 0.34 means a 34% yield). From a dataset of Reaction yield outcomes from USPTO patents with 853,638 reactions. (1) The yield is 0.870. The reactants are [C:1]([C:8]1([C:15]([O:17]C(C)(C)C)=[O:16])[NH:12]C(=O)N[C:9]1=O)(OC(C)(C)C)=O.[OH-].[Na+].O1[CH2:29][CH2:28][O:27][CH2:26]C1.[C:30](Cl)([O:32][CH2:33][CH:34]1[C:46]2[C:41](=[CH:42][CH:43]=[CH:44][CH:45]=2)[C:40]2[C:35]1=[CH:36][CH:37]=[CH:38][CH:39]=2)=[O:31]. The product is [C:30]([CH:9]1[CH2:41][CH:46]([C:34]2[CH:35]=[CH:36][CH:29]=[C:28]([O:27][CH3:26])[CH:33]=2)[CH2:45][CH2:1][C:8]1([NH2:12])[C:15]([OH:17])=[O:16])([O:32][CH2:33][CH:34]1[C:46]2[C:41](=[CH:42][CH:43]=[CH:44][CH:45]=2)[C:40]2[C:35]1=[CH:36][CH:37]=[CH:38][CH:39]=2)=[O:31]. The catalyst is COCCOC. (2) The reactants are [C:1]([C:3]1[CH:4]=[C:5]2[C:10](=[CH:11][C:12]=1[O:13][CH3:14])[N:9]=[CH:8][CH:7]=[C:6]2[O:15][C:16]1[CH:21]=[CH:20][C:19]([NH:22][C:23](=[O:31])OC2C=CC=CC=2)=[CH:18][CH:17]=1)#[N:2].[NH2:32][C:33]1[CH:38]=[CH:37][CH:36]=[CH:35][N:34]=1.O. The catalyst is CS(C)=O. The product is [C:1]([C:3]1[CH:4]=[C:5]2[C:10](=[CH:11][C:12]=1[O:13][CH3:14])[N:9]=[CH:8][CH:7]=[C:6]2[O:15][C:16]1[CH:21]=[CH:20][C:19]([NH:22][C:23]([NH:32][C:33]2[CH:38]=[CH:37][CH:36]=[CH:35][N:34]=2)=[O:31])=[CH:18][CH:17]=1)#[N:2]. The yield is 0.540. (3) The reactants are CO[N:3]=[C:4]1[CH2:9][C:8]([CH3:11])([CH3:10])[O:7][CH:6]([C:12]2[CH:21]=[CH:20][C:15]([C:16]([O:18][CH3:19])=[O:17])=[CH:14][CH:13]=2)[CH2:5]1.[H][H]. The catalyst is [Pt].C(O)(=O)C. The product is [NH2:3][C@@H:4]1[CH2:9][C:8]([CH3:11])([CH3:10])[O:7][C@@H:6]([C:12]2[CH:21]=[CH:20][C:15]([C:16]([O:18][CH3:19])=[O:17])=[CH:14][CH:13]=2)[CH2:5]1. The yield is 0.516. (4) The reactants are [F:1][C:2]1[CH:20]=[CH:19][C:5]([CH2:6][NH:7][C@@H:8]2[C@H:13]3[CH2:14][C@H:10]([CH2:11][CH2:12]3)[C@@H:9]2[C:15](OC)=[O:16])=[CH:4][CH:3]=1.[CH3:21][S:22]([NH:25][C:26]1[CH:41]=[CH:40][C:29]2[NH:30][C:31]([CH2:36][C:37](O)=[O:38])=[N:32][S:33](=[O:35])(=[O:34])[C:28]=2[CH:27]=1)(=[O:24])=[O:23].CN1CCOCC1.Cl.CN(C)CCCN=C=NCC.C(N(CC)CC)C. The catalyst is CN(C)C=O.C(OCC)(=O)C.CO. The product is [F:1][C:2]1[CH:3]=[CH:4][C:5]([CH2:6][N:7]2[C:37](=[O:38])[C:36]([C:31]3[NH:30][C:29]4[CH:40]=[CH:41][C:26]([NH:25][S:22]([CH3:21])(=[O:24])=[O:23])=[CH:27][C:28]=4[S:33](=[O:35])(=[O:34])[N:32]=3)=[C:15]([OH:16])[C@@H:9]3[C@H:8]2[C@H:13]2[CH2:14][C@@H:10]3[CH2:11][CH2:12]2)=[CH:19][CH:20]=1. The yield is 0.460. (5) The reactants are CCO.[NH2:4][N:5]1[C:9]([C:10]#[N:11])=[C:8]([C:12]2[CH:17]=[CH:16][C:15]([N+:18]([O-:20])=[O:19])=[C:14]([F:21])[CH:13]=2)[C:7]([C:22]([O:24][CH2:25][CH3:26])=[O:23])=[CH:6]1.C(O)(=O)C.[CH:31](N)=[NH:32].O. The catalyst is CCOCC. The product is [NH2:11][C:10]1[C:9]2=[C:8]([C:12]3[CH:17]=[CH:16][C:15]([N+:18]([O-:20])=[O:19])=[C:14]([F:21])[CH:13]=3)[C:7]([C:22]([O:24][CH2:25][CH3:26])=[O:23])=[CH:6][N:5]2[N:4]=[CH:31][N:32]=1. The yield is 0.670. (6) The reactants are C[Al](C)C.[CH3:5][O:6][CH2:7][CH2:8][CH2:9][NH2:10].[C:11]([O:15][C:16]([N:18]([CH3:47])[CH2:19][CH2:20][N:21]([CH2:23][C:24]1[C:25]([CH:35]2[CH2:40][C@H:39]([C:41](OC)=[O:42])[C:38]([CH3:46])([CH3:45])[CH2:37][CH2:36]2)=[N:26][N:27]([CH:29]2[CH2:34][CH2:33][CH2:32][CH2:31][O:30]2)[CH:28]=1)[CH3:22])=[O:17])([CH3:14])([CH3:13])[CH3:12].CO. The catalyst is C1(C)C=CC=CC=1. The product is [CH3:5][O:6][CH2:7][CH2:8][CH2:9][NH:10][C:41]([C@@H:39]1[C:38]([CH3:45])([CH3:46])[CH2:37][CH2:36][CH:35]([C:25]2[C:24]([CH2:23][N:21]([CH3:22])[CH2:20][CH2:19][N:18]([CH3:47])[C:16](=[O:17])[O:15][C:11]([CH3:14])([CH3:13])[CH3:12])=[CH:28][N:27]([CH:29]3[CH2:34][CH2:33][CH2:32][CH2:31][O:30]3)[N:26]=2)[CH2:40]1)=[O:42]. The yield is 0.580. (7) The reactants are S(Cl)([Cl:4])(=O)=O.S[C:7]1[S:8][C:9]2[CH:15]=[CH:14][C:13]([C:16]([F:19])([F:18])[F:17])=[CH:12][C:10]=2[N:11]=1. No catalyst specified. The product is [Cl:4][C:7]1[S:8][C:9]2[CH:15]=[CH:14][C:13]([C:16]([F:19])([F:18])[F:17])=[CH:12][C:10]=2[N:11]=1. The yield is 0.940. (8) The reactants are [CH3:1][C:2]([OH:11])([CH2:4][CH2:5][CH2:6][CH:7]([CH3:10])[CH2:8][CH3:9])[CH3:3].[CH2:12](Br)[CH:13]=[CH2:14].[H-].[Na+]. The catalyst is CN(C=O)C. The product is [CH2:14]([O:11][C:2]([CH3:1])([CH2:4][CH2:5][CH2:6][CH:7]([CH3:10])[CH2:8][CH3:9])[CH3:3])[CH:13]=[CH2:12]. The yield is 0.420.